From a dataset of Full USPTO retrosynthesis dataset with 1.9M reactions from patents (1976-2016). Predict the reactants needed to synthesize the given product. Given the product [Cl:25][C:26]1[CH:27]=[CH:28][C:29]([O:35][CH3:36])=[C:30]([C:46]2[CH:47]=[CH:48][C:43]([NH:10][CH3:9])=[C:44]([O:40][CH3:37])[CH:45]=2)[CH:31]=1, predict the reactants needed to synthesize it. The reactants are: COC1C=C(OS(C(F)(F)F)(=O)=O)C=CC=1[CH2:9][NH:10]S(C(C)(C)C)=O.[Cl:25][C:26]1[CH:27]=[CH:28][C:29]([O:35][CH3:36])=[C:30](B(O)O)[CH:31]=1.[C:37](=[O:40])([O-])[O-].[K+].[K+].[C:43]1(C)[CH:48]=[CH:47][CH:46]=[CH:45][CH:44]=1.